From a dataset of Reaction yield outcomes from USPTO patents with 853,638 reactions. Predict the reaction yield, written as a fraction of the theoretical maximum amount of product (1.0 means a 100% yield; for example, 0.34 means a 34% yield). (1) The reactants are [Cl:1][C:2]1[CH:7]=[CH:6][CH:5]=[CH:4][C:3]=1[C:8]1[CH:9]=[C:10]([NH2:13])[NH:11][N:12]=1.[Na].[CH:15]([CH2:17][C:18](OCC)=O)=[O:16].Cl. The catalyst is C(O)C.O.O1CCCC1. The product is [Cl:1][C:2]1[CH:7]=[CH:6][CH:5]=[CH:4][C:3]=1[C:8]1[CH:9]=[C:10]2[NH:13][CH:18]=[CH:17][C:15](=[O:16])[N:11]2[N:12]=1. The yield is 0.980. (2) The reactants are [NH2:1][CH2:2][C:3]1[CH:4]=[C:5]([C@:10]([C:19]2[CH:24]=[C:23]([O:25][C:26]([F:31])([F:30])[CH:27]([F:29])[F:28])[CH:22]=[C:21]([F:32])[CH:20]=2)([NH2:18])[CH2:11][C:12]2[CH:17]=[CH:16][CH:15]=[CH:14][CH:13]=2)[CH:6]=[CH:7][C:8]=1[F:9].CCN(C(C)C)C(C)C.[CH3:42][C:43]([O:46][C:47](O[C:47]([O:46][C:43]([CH3:45])([CH3:44])[CH3:42])=[O:48])=[O:48])([CH3:45])[CH3:44].[NH4+].[Cl-]. The catalyst is C(Cl)Cl. The product is [NH2:18][C@:10]([C:5]1[CH:6]=[CH:7][C:8]([F:9])=[C:3]([CH:4]=1)[CH2:2][NH:1][C:47](=[O:48])[O:46][C:43]([CH3:45])([CH3:44])[CH3:42])([C:19]1[CH:24]=[C:23]([O:25][C:26]([F:31])([F:30])[CH:27]([F:29])[F:28])[CH:22]=[C:21]([F:32])[CH:20]=1)[CH2:11][C:12]1[CH:17]=[CH:16][CH:15]=[CH:14][CH:13]=1. The yield is 0.720.